Dataset: Catalyst prediction with 721,799 reactions and 888 catalyst types from USPTO. Task: Predict which catalyst facilitates the given reaction. (1) Reactant: F[C:2]1[N:7]2[CH:8]=[C:9]([CH2:11][N:12]3[C@H:25]4[C@H:16]([CH2:17][CH2:18][C:19]5[C:24]4=[N:23][CH:22]=[CH:21][CH:20]=5)[CH2:15][CH2:14][CH2:13]3)[N:10]=[C:6]2[CH:5]=[CH:4][CH:3]=1.[NH:26]1[CH2:29][CH:28]([NH:30][C:31](=[O:37])[O:32][C:33]([CH3:36])([CH3:35])[CH3:34])[CH2:27]1.O. Product: [N:12]1([CH2:11][C:9]2[N:10]=[C:6]3[CH:5]=[CH:4][CH:3]=[C:2]([N:26]4[CH2:29][CH:28]([NH:30][C:31](=[O:37])[O:32][C:33]([CH3:35])([CH3:34])[CH3:36])[CH2:27]4)[N:7]3[CH:8]=2)[C@H:25]2[C@H:16]([CH2:17][CH2:18][C:19]3[C:24]2=[N:23][CH:22]=[CH:21][CH:20]=3)[CH2:15][CH2:14][CH2:13]1. The catalyst class is: 60. (2) Reactant: [F:1][C:2]1[CH:7]=[CH:6][C:5]([O:8][C:9](=[O:31])[N:10]([C@H:12]2[C@H:16]([C:17]3[CH:22]=[CH:21][C:20]([Cl:23])=[CH:19][CH:18]=3)[CH2:15][N:14]([C:24]([CH:26]3[CH2:30][CH2:29][NH:28][CH2:27]3)=[O:25])[CH2:13]2)[CH3:11])=[CH:4][CH:3]=1.C(O[BH-](O[C:42](=[O:44])[CH3:43])OC(=O)C)(=O)C.[Na+].[CH2:46]1[CH2:50]OC[CH2:47]1. Product: [F:1][C:2]1[CH:7]=[CH:6][C:5]([O:8][C:9](=[O:31])[N:10]([C@H:12]2[C@H:16]([C:17]3[CH:22]=[CH:21][C:20]([Cl:23])=[CH:19][CH:18]=3)[CH2:15][N:14]([C:24]([CH:26]3[CH2:30][CH2:29][N:28]([CH:47]4[CH2:43][CH2:42][O:44][CH2:50][CH2:46]4)[CH2:27]3)=[O:25])[CH2:13]2)[CH3:11])=[CH:4][CH:3]=1. The catalyst class is: 13. (3) Reactant: [CH2:1]([N:3]1[C:7]2=[N:8][C:9]([CH2:24][CH3:25])=[C:10]([C:19](OCC)=[O:20])[C:11]([NH:12][CH:13]3[CH2:18][CH2:17][O:16][CH2:15][CH2:14]3)=[C:6]2[CH:5]=[N:4]1)[CH3:2].CO.[BH4-].[Li+].O. Product: [CH2:1]([N:3]1[C:7]2=[N:8][C:9]([CH2:24][CH3:25])=[C:10]([CH2:19][OH:20])[C:11]([NH:12][CH:13]3[CH2:14][CH2:15][O:16][CH2:17][CH2:18]3)=[C:6]2[CH:5]=[N:4]1)[CH3:2]. The catalyst class is: 7.